Dataset: Full USPTO retrosynthesis dataset with 1.9M reactions from patents (1976-2016). Task: Predict the reactants needed to synthesize the given product. (1) Given the product [OH:5][CH2:6][CH2:7][N:8]1[CH2:13][CH2:12][N:11]([C:14]2[CH:19]=[CH:18][C:17]([NH:20][C:21]3[N:30]=[CH:29][C:28]4[C:23](=[C:24]([C:31]5[CH:32]=[C:33]([NH:37][C:38](=[O:41])[CH:39]=[CH2:40])[CH:34]=[CH:35][CH:36]=5)[CH:25]=[CH:26][CH:27]=4)[N:22]=3)=[CH:16][CH:15]=2)[CH2:10][CH2:9]1, predict the reactants needed to synthesize it. The reactants are: C([O:5][CH2:6][CH2:7][N:8]1[CH2:13][CH2:12][N:11]([C:14]2[CH:19]=[CH:18][C:17]([NH:20][C:21]3[N:30]=[CH:29][C:28]4[C:23](=[C:24]([C:31]5[CH:36]=[CH:35][CH:34]=[C:33]([NH:37][C:38](=[O:41])[CH:39]=[CH2:40])[CH:32]=5)[CH:25]=[CH:26][CH:27]=4)[N:22]=3)=[CH:16][CH:15]=2)[CH2:10][CH2:9]1)(=O)C=C.[OH-].[Na+]. (2) Given the product [CH3:13][O:12][C:10](=[O:11])[C:9]1[CH:14]=[C:15]([N+:1]([O-:4])=[O:2])[CH:16]=[CH:17][C:8]=1[O:7][C:6]([F:5])([F:19])[F:18], predict the reactants needed to synthesize it. The reactants are: [N+:1]([O-:4])(O)=[O:2].[F:5][C:6]([F:19])([F:18])[O:7][C:8]1[CH:17]=[CH:16][CH:15]=[CH:14][C:9]=1[C:10]([O:12][CH3:13])=[O:11]. (3) Given the product [C:19]1([CH3:22])[CH:20]=[CH:21][C:16]([C:14]2[N:13]=[CH:12][N:11]([C:4]3[C:5]4[N:6]([CH:8]=[CH:9][N:10]=4)[CH:7]=[C:2]([C:29]4[CH:30]=[C:25]([NH2:24])[CH:26]=[CH:27][CH:28]=4)[N:3]=3)[CH:15]=2)=[CH:17][CH:18]=1, predict the reactants needed to synthesize it. The reactants are: Br[C:2]1[N:3]=[C:4]([N:11]2[CH:15]=[C:14]([C:16]3[CH:21]=[CH:20][C:19]([CH3:22])=[CH:18][CH:17]=3)[N:13]=[CH:12]2)[C:5]2[N:6]([CH:8]=[CH:9][N:10]=2)[CH:7]=1.Cl.[NH2:24][C:25]1[CH:26]=[C:27](B(O)O)[CH:28]=[CH:29][CH:30]=1.C(=O)([O-])[O-].[Na+].[Na+].COCCOC. (4) Given the product [NH2:79][CH2:78][CH:3]1[CH2:8][CH2:7][CH2:6][CH:5]([CH2:9][NH:10][C:11]2[C:20]3[C:15](=[CH:63][CH:62]=[C:61]([C:58]4[CH:57]=[CH:56][C:55]([CH3:54])=[CH:60][CH:59]=4)[CH:19]=3)[N:14]=[C:13]([CH:28]=[CH:29][C:30]3[CH:35]=[CH:34][C:33]([O:36][CH2:37][C:45]4[CH:50]=[CH:49][CH:48]=[CH:47][CH:46]=4)=[CH:32][CH:31]=3)[N:12]=2)[CH2:4]1, predict the reactants needed to synthesize it. The reactants are: NC[CH:3]1[CH2:8][CH2:7][CH2:6][CH:5]([CH2:9][NH:10][C:11]2[C:20]3[C:15](=CC=C(C=CC(N(C)C)=O)[CH:19]=3)[N:14]=[C:13]([CH:28]=[CH:29][C:30]3[CH:35]=[CH:34][C:33]([O:36][CH2:37]C4C=CC=CC=4)=[CH:32][CH:31]=3)[N:12]=2)[CH2:4]1.C[C:45]1[CH:50]=[CH:49][C:48](B(O)O)=[CH:47][CH:46]=1.[CH3:54][C:55]1[CH:60]=[CH:59][C:58]([C:61]2[CH:62]=[C:63]3C(=CC=2)N=CN=C3)=[CH:57][CH:56]=1.C(O)(C(F)(F)F)=O.[CH3:78][N:79](C=O)C.